From a dataset of Reaction yield outcomes from USPTO patents with 853,638 reactions. Predict the reaction yield, written as a fraction of the theoretical maximum amount of product (1.0 means a 100% yield; for example, 0.34 means a 34% yield). The reactants are C(N)(C)C.C([Li])CCC.[Li+].CC([N-]C(C)C)C.[CH3:18][O:19][C:20]([CH:22]1[CH2:27][CH2:26][N:25]([C:28]([O:30][C:31]([CH3:34])([CH3:33])[CH3:32])=[O:29])[CH2:24][CH2:23]1)=[O:21].[Cl:35][C:36]1[CH:43]=[CH:42][C:39]([CH2:40]Cl)=[CH:38][CH:37]=1.[Cl-].[NH4+]. The catalyst is C1COCC1.CN(P(N(C)C)(N(C)C)=O)C. The product is [CH3:18][O:19][C:20]([C:22]1([CH2:40][C:39]2[CH:42]=[CH:43][C:36]([Cl:35])=[CH:37][CH:38]=2)[CH2:23][CH2:24][N:25]([C:28]([O:30][C:31]([CH3:34])([CH3:33])[CH3:32])=[O:29])[CH2:26][CH2:27]1)=[O:21]. The yield is 0.340.